This data is from Retrosynthesis with 50K atom-mapped reactions and 10 reaction types from USPTO. The task is: Predict the reactants needed to synthesize the given product. (1) Given the product O=C(O)[C@@H]1CCCN(CCOCC=C(c2ccc(C(F)(F)F)cc2)c2ccc(C(F)(F)F)cc2)C1, predict the reactants needed to synthesize it. The reactants are: CCOC(=O)[C@@H]1CCCN(CCOCC=C(c2ccc(C(F)(F)F)cc2)c2ccc(C(F)(F)F)cc2)C1. (2) Given the product CCc1ccc([C@@H]2O[C@H](COC(=O)[C@H](N)C(C)C)[C@@H](O)[C@H](O)[C@H]2O)cc1Cc1ccc2c(c1)OCCO2, predict the reactants needed to synthesize it. The reactants are: CCc1ccc([C@@H]2O[C@H](COC(=O)[C@H](NC(=O)OC(C)(C)C)C(C)C)[C@@H](O)[C@H](O)[C@H]2O)cc1Cc1ccc2c(c1)OCCO2. (3) Given the product C=CCOC1(C)CCN(c2c([C@H](OC(C)(C)C)C(=O)OC)c(C)cc3nc(-c4cccc(-c5cc(F)ccc5O[C@@H](C)CC=C)c4)cn23)CC1, predict the reactants needed to synthesize it. The reactants are: C=CCOC1(C)CCN(c2c([C@H](OC(C)(C)C)C(=O)OC)c(C)cc3nc(-c4cccc(-c5ccc(F)cc5O[C@@H](C)CC=C)c4)cn23)CC1. (4) Given the product CC(=O)N(C)c1ccc(NC(=O)N2CCN(c3nc(-c4ccccc4)ns3)CC2)cn1, predict the reactants needed to synthesize it. The reactants are: CC(=O)N(C)c1ccc(NC(=O)OCC(Cl)(Cl)Cl)cn1.c1ccc(-c2nsc(N3CCNCC3)n2)cc1. (5) Given the product CC(C)Nc1nc2c(Cl)cc(Cl)cc2[nH]1, predict the reactants needed to synthesize it. The reactants are: CC(C)N=C=S.Nc1cc(Cl)cc(Cl)c1N. (6) Given the product Cc1nn(-c2cccnc2)cc1C(=O)O, predict the reactants needed to synthesize it. The reactants are: CCOC(=O)c1cn(-c2cccnc2)nc1C. (7) Given the product CCCCCCCN=C(SCC)N(CCCCCCC)C(=O)Nc1cc(C)cs1, predict the reactants needed to synthesize it. The reactants are: CCCCCCCN=C(NCCCCCCC)SCC.Cc1csc(N=C=O)c1. (8) Given the product C=C[C@@H]1C[C@]1(NC(=O)[C@@H]1C[C@@H]2CN1C(=O)[C@H](C1CCCCC1)NCCCCC=Cc1cccc(c1)-c1cccc(c1)CO2)C(=O)NS(=O)(=O)C1CC1, predict the reactants needed to synthesize it. The reactants are: C=C[C@@H]1C[C@]1([NH3+])C(=O)NS(=O)(=O)C1CC1.O=C(O)[C@@H]1C[C@@H]2CN1C(=O)[C@H](C1CCCCC1)NCCCCC=Cc1cccc(c1)-c1cccc(c1)CO2.